This data is from Forward reaction prediction with 1.9M reactions from USPTO patents (1976-2016). The task is: Predict the product of the given reaction. (1) Given the reactants [N+:1]([C:4]1[CH:5]=[N:6][CH:7]=[CH:8][C:9]=1[N:10]1[CH2:15][CH2:14][CH2:13][C@H:12]([OH:16])[CH2:11]1)([O-:3])=[O:2].[CH3:17][C:18]([Si:21](Cl)([CH3:23])[CH3:22])([CH3:20])[CH3:19].N1C=CN=C1, predict the reaction product. The product is: [Si:21]([O:16][C@H:12]1[CH2:13][CH2:14][CH2:15][N:10]([C:9]2[CH:8]=[CH:7][N:6]=[CH:5][C:4]=2[N+:1]([O-:3])=[O:2])[CH2:11]1)([C:18]([CH3:20])([CH3:19])[CH3:17])([CH3:23])[CH3:22]. (2) Given the reactants C(O[C:6](=[O:25])[NH:7][C@H:8]([CH:13]([C:15](=[O:24])[NH:16][CH2:17][C:18]1[CH:23]=[CH:22][CH:21]=[CH:20][CH:19]=1)[OH:14])[CH2:9][CH2:10][CH2:11][CH3:12])(C)(C)C.FC(F)(F)C(O)=O.C(N(CC)C(C)C)(C)C.[NH:42]1[C:50]2[C:45](=[CH:46][CH:47]=[CH:48][CH:49]=2)[C:44]([CH2:51][C@H:52]([NH:56][C:57](=[O:69])[C@@H:58]([NH:60][C:61]([C:63]2[N:64]([CH3:68])[N:65]=[CH:66][CH:67]=2)=[O:62])[CH3:59])C(O)=O)=[CH:43]1.CN(C(ON1N=NC2C=CC=NC1=2)=[N+](C)C)C.F[P-](F)(F)(F)(F)F, predict the reaction product. The product is: [CH2:17]([NH:16][C:15]([CH:13]([OH:14])[C@@H:8]([NH:7][C:6]([C@@H:52]([NH:56][C:57]([C@@H:58]([NH:60][C:61]([C:63]1[N:64]([CH3:68])[N:65]=[CH:66][CH:67]=1)=[O:62])[CH3:59])=[O:69])[CH2:51][C:44]1[C:45]2[C:50](=[CH:49][CH:48]=[CH:47][CH:46]=2)[NH:42][CH:43]=1)=[O:25])[CH2:9][CH2:10][CH2:11][CH3:12])=[O:24])[C:18]1[CH:19]=[CH:20][CH:21]=[CH:22][CH:23]=1. (3) Given the reactants [OH:1][CH2:2][C:3]1[CH:8]=[CH:7][C:6]([S:9][C:10]2[CH:11]=[N:12][CH:13]=[C:14]([CH:17]=2)[C:15]#[N:16])=[CH:5][CH:4]=1.[OH:18][C:19]1[C:24]([CH2:25][CH2:26][CH3:27])=[C:23](O)[CH:22]=[CH:21][C:20]=1[C:29](=[O:31])[CH3:30], predict the reaction product. The product is: [C:29]([C:20]1[CH:21]=[CH:22][C:23]([O:1][CH2:2][C:3]2[CH:4]=[CH:5][C:6]([S:9][C:10]3[CH:11]=[N:12][CH:13]=[C:14]([CH:17]=3)[C:15]#[N:16])=[CH:7][CH:8]=2)=[C:24]([CH2:25][CH2:26][CH3:27])[C:19]=1[OH:18])(=[O:31])[CH3:30]. (4) Given the reactants [CH3:1][C:2]1[CH:7]=[C:6]([CH3:8])[N:5]=[C:4]([NH2:9])[CH:3]=1.Cl[C:11]1[C:20]2=[N:21][N:22](CC3C=CC(OC)=CC=3)[CH:23]=[C:19]2[C:18]2[CH:17]=[CH:16][CH:15]=[CH:14][C:13]=2[N:12]=1, predict the reaction product. The product is: [CH3:1][C:2]1[CH:7]=[C:6]([CH3:8])[N:5]=[C:4]([NH:9][C:11]2[C:20]3[NH:21][N:22]=[CH:23][C:19]=3[C:18]3[CH:17]=[CH:16][CH:15]=[CH:14][C:13]=3[N:12]=2)[CH:3]=1. (5) Given the reactants Br[C:2]1[N:3]=[C:4]([NH:10][C:11]2[CH:16]=[CH:15][C:14]([N:17]3[CH2:22][CH2:21][O:20][CH2:19][CH2:18]3)=[CH:13][CH:12]=2)[C:5](=[O:9])[N:6]([CH3:8])[CH:7]=1.C([O:26][CH2:27][C:28]1[C:33](B2OC(C)(C)C(C)(C)O2)=[CH:32][CH:31]=[CH:30][C:29]=1[N:43]1[CH2:51][C:50]2[C:45](=[CH:46][CH:47]=[C:48]([C:52]([CH3:55])([CH3:54])[CH3:53])[CH:49]=2)[C:44]1=[O:56])(=O)C, predict the reaction product. The product is: [C:52]([C:48]1[CH:49]=[C:50]2[C:45](=[CH:46][CH:47]=1)[C:44](=[O:56])[N:43]([C:29]1[CH:30]=[CH:31][CH:32]=[C:33]([C:2]3[N:3]=[C:4]([NH:10][C:11]4[CH:16]=[CH:15][C:14]([N:17]5[CH2:22][CH2:21][O:20][CH2:19][CH2:18]5)=[CH:13][CH:12]=4)[C:5](=[O:9])[N:6]([CH3:8])[CH:7]=3)[C:28]=1[CH2:27][OH:26])[CH2:51]2)([CH3:55])([CH3:53])[CH3:54]. (6) Given the reactants [Si:1]([O:8][CH2:9][C@@H:10]([CH2:12][CH2:13][CH2:14][C@H:15]([C@@H:17]1[C@:34]2([CH3:35])[C@H:20]([C@H:21]3[C@H:31]([CH2:32][CH2:33]2)[C@:29]2([CH3:30])[C:24]([CH2:25][C@@H:26]([OH:36])[CH2:27][CH2:28]2)=[CH:23][CH2:22]3)[CH2:19][CH2:18]1)[CH3:16])[CH3:11])([C:4]([CH3:7])([CH3:6])[CH3:5])([CH3:3])[CH3:2].CN1CCCCC1=O.O, predict the reaction product. The product is: [Si:1]([O:8][CH2:9][C@@H:10]([CH2:12][CH2:13][CH2:14][C@H:15]([C@@H:17]1[C@:34]2([CH3:35])[C@H:20]([C@H:21]3[C@H:31]([CH2:32][CH2:33]2)[C@:29]2([CH3:30])[C:24](=[CH:25][C:26](=[O:36])[CH2:27][CH2:28]2)[CH2:23][CH2:22]3)[CH2:19][CH2:18]1)[CH3:16])[CH3:11])([C:4]([CH3:5])([CH3:6])[CH3:7])([CH3:3])[CH3:2]. (7) Given the reactants [C:1]([NH:8][C:9]1[CH:14]=[CH:13][C:12]([NH2:15])=[CH:11][CH:10]=1)([O:3][C:4]([CH3:7])([CH3:6])[CH3:5])=[O:2].C(N(CC)C(C)C)(C)C.Br[CH2:26][C:27]([O:29][CH2:30][CH3:31])=[O:28], predict the reaction product. The product is: [C:4]([O:3][C:1]([NH:8][C:9]1[CH:10]=[CH:11][C:12]([NH:15][CH2:26][C:27]([O:29][CH2:30][CH3:31])=[O:28])=[CH:13][CH:14]=1)=[O:2])([CH3:7])([CH3:6])[CH3:5]. (8) Given the reactants [Br:1][C:2]1[C:14]([CH3:15])=[CH:13][C:5]([C:6](/[N:8]=[CH:9]/[N:10](C)C)=O)=[CH:4][C:3]=1[CH3:16].O.[NH2:18]N, predict the reaction product. The product is: [Br:1][C:2]1[C:14]([CH3:15])=[CH:13][C:5]([C:6]2[N:8]=[CH:9][NH:10][N:18]=2)=[CH:4][C:3]=1[CH3:16].